From a dataset of Reaction yield outcomes from USPTO patents with 853,638 reactions. Predict the reaction yield, written as a fraction of the theoretical maximum amount of product (1.0 means a 100% yield; for example, 0.34 means a 34% yield). (1) The reactants are [C:1]([N:4]1[C:13]2[C:8](=[CH:9][C:10]([C:14]3[CH:19]=[CH:18][C:17]([O:20][CH3:21])=[C:16]([O:22][CH3:23])[CH:15]=3)=[CH:11][CH:12]=2)[C@H:7]([NH:24]C(=O)OC(C)C)[CH2:6][C@@H:5]1[CH3:31])(=[O:3])[CH3:2].[Cl-].[Al+3].[Cl-].[Cl-].CO.C(N(CC)CC)C. The catalyst is ClCCl. The product is [C:1]([N:4]1[C:13]2[C:8](=[CH:9][C:10]([C:14]3[CH:19]=[CH:18][C:17]([O:20][CH3:21])=[C:16]([O:22][CH3:23])[CH:15]=3)=[CH:11][CH:12]=2)[C@H:7]([NH2:24])[CH2:6][C@@H:5]1[CH3:31])(=[O:3])[CH3:2]. The yield is 0.390. (2) The reactants are [NH2:1][C:2]1[CH:3]=[C:4]([CH:21]=[CH:22][CH:23]=1)[O:5][C:6]1[CH:7]=[CH:8][C:9]2[N:10]([CH:12]=[C:13]([NH:15][C:16]([CH:18]3[CH2:20][CH2:19]3)=[O:17])[N:14]=2)[N:11]=1.[F:24][C:25]([F:36])([F:35])[C:26]1[N:34]=[CH:33][CH:32]=[CH:31][C:27]=1[C:28](O)=[O:29].Cl.CN(C)CCCN=C=NCC.ON1C2C=CC=CC=2N=N1.[Cl-].[NH4+]. The catalyst is CN(C)C=O. The product is [CH:18]1([C:16]([NH:15][C:13]2[N:14]=[C:9]3[CH:8]=[CH:7][C:6]([O:5][C:4]4[CH:3]=[C:2]([NH:1][C:28](=[O:29])[C:27]5[CH:31]=[CH:32][CH:33]=[N:34][C:26]=5[C:25]([F:36])([F:24])[F:35])[CH:23]=[CH:22][CH:21]=4)=[N:11][N:10]3[CH:12]=2)=[O:17])[CH2:20][CH2:19]1. The yield is 0.540. (3) The reactants are [CH3:1][O:2][C:3]1[CH:4]=[C:5]([C:17]2[CH:18]=[CH:19][C:20]3[N:21]([N:23]=[C:24]([NH:26][C:27](=[O:41])[C:28]4[CH:33]=[CH:32][C:31]([CH2:34][N:35]5[CH2:40][CH2:39][CH2:38][CH2:37][CH2:36]5)=[CH:30][CH:29]=4)[N:25]=3)[CH:22]=2)[CH:6]=[CH:7][C:8]=1[O:9]CC1C=CC=CC=1.FC(F)(F)C(O)=O. No catalyst specified. The product is [OH:9][C:8]1[CH:7]=[CH:6][C:5]([C:17]2[CH:18]=[CH:19][C:20]3[N:21]([N:23]=[C:24]([NH:26][C:27](=[O:41])[C:28]4[CH:29]=[CH:30][C:31]([CH2:34][N:35]5[CH2:40][CH2:39][CH2:38][CH2:37][CH2:36]5)=[CH:32][CH:33]=4)[N:25]=3)[CH:22]=2)=[CH:4][C:3]=1[O:2][CH3:1]. The yield is 0.110.